This data is from Merck oncology drug combination screen with 23,052 pairs across 39 cell lines. The task is: Regression. Given two drug SMILES strings and cell line genomic features, predict the synergy score measuring deviation from expected non-interaction effect. (1) Drug 1: NC(=O)c1cccc2cn(-c3ccc(C4CCCNC4)cc3)nc12. Drug 2: Cn1c(=O)n(-c2ccc(C(C)(C)C#N)cc2)c2c3cc(-c4cnc5ccccc5c4)ccc3ncc21. Cell line: A2780. Synergy scores: synergy=10.7. (2) Drug 1: CS(=O)(=O)CCNCc1ccc(-c2ccc3ncnc(Nc4ccc(OCc5cccc(F)c5)c(Cl)c4)c3c2)o1. Drug 2: C#Cc1cccc(Nc2ncnc3cc(OCCOC)c(OCCOC)cc23)c1. Cell line: SKOV3. Synergy scores: synergy=17.6. (3) Synergy scores: synergy=6.19. Drug 2: Cn1c(=O)n(-c2ccc(C(C)(C)C#N)cc2)c2c3cc(-c4cnc5ccccc5c4)ccc3ncc21. Drug 1: O=C(O)C1(Cc2cccc(Nc3nccs3)n2)CCC(Oc2cccc(Cl)c2F)CC1. Cell line: HT144. (4) Synergy scores: synergy=0.697. Cell line: SW620. Drug 2: CC(C)CC(NC(=O)C(Cc1ccccc1)NC(=O)c1cnccn1)B(O)O. Drug 1: CC(=O)OC1C(=O)C2(C)C(O)CC3OCC3(OC(C)=O)C2C(OC(=O)c2ccccc2)C2(O)CC(OC(=O)C(O)C(NC(=O)c3ccccc3)c3ccccc3)C(C)=C1C2(C)C. (5) Drug 1: NC1CCCCC1N.O=C(O)C(=O)O.[Pt+2]. Drug 2: Cn1cc(-c2cnn3c(N)c(Br)c(C4CCCNC4)nc23)cn1. Cell line: T47D. Synergy scores: synergy=16.8. (6) Drug 1: CC(=O)OC1C(=O)C2(C)C(O)CC3OCC3(OC(C)=O)C2C(OC(=O)c2ccccc2)C2(O)CC(OC(=O)C(O)C(NC(=O)c3ccccc3)c3ccccc3)C(C)=C1C2(C)C. Drug 2: CC(C)CC(NC(=O)C(Cc1ccccc1)NC(=O)c1cnccn1)B(O)O. Cell line: VCAP. Synergy scores: synergy=-28.5.